This data is from Reaction yield outcomes from USPTO patents with 853,638 reactions. The task is: Predict the reaction yield, written as a fraction of the theoretical maximum amount of product (1.0 means a 100% yield; for example, 0.34 means a 34% yield). (1) The reactants are [OH:1][C:2]1[C:7]([NH:8]/[N:9]=[C:10]2\[C:11]([CH3:26])=[N:12][N:13]([C:17]3[CH:18]=[C:19]4[C:23](=[CH:24][CH:25]=3)[CH2:22][CH2:21][CH2:20]4)[C:14]\2=[C:15]=[O:16])=[CH:6][CH:5]=[CH:4][C:3]=1[C:27]1[CH:32]=[CH:31][CH:30]=[C:29]([C:33]([OH:35])=[O:34])[CH:28]=1.[CH2:36]([NH:38][CH2:39][CH3:40])[CH3:37].[CH2:36]([NH:38][CH2:39][CH3:40])[CH3:37].OC1C(N/N=C2/C(C)=NN(C3C=C4C(=CC=3)CCC4)C/2=O)=CC=CC=1C1C=CC=C(C(O)=O)C=1. The catalyst is O1CCCC1. The product is [CH2:14]([NH:13][CH2:17][CH3:25])[CH3:10].[CH2:36]([NH:38][CH2:39][CH3:40])[CH3:37].[OH:1][C:2]1[C:7]([NH:8]/[N:9]=[C:10]2\[C:11]([CH3:26])=[N:12][N:13]([C:17]3[CH:18]=[C:19]4[C:23](=[CH:24][CH:25]=3)[CH2:22][CH2:21][CH2:20]4)[C:14]\2=[C:15]=[O:16])=[CH:6][CH:5]=[CH:4][C:3]=1[C:27]1[CH:32]=[CH:31][CH:30]=[C:29]([C:33]([OH:35])=[O:34])[CH:28]=1. The yield is 0.667. (2) The reactants are [Br:1][C:2]1[CH:7]=[CH:6][C:5]([C:8]([C:10]2[CH:15]=[CH:14][C:13]([O:16][CH3:17])=[CH:12][CH:11]=2)=O)=[CH:4][CH:3]=1.C([SiH](CC)CC)C.[OH-].[Na+]. The catalyst is C(O)(C(F)(F)F)=O. The product is [CH3:17][O:16][C:13]1[CH:12]=[CH:11][C:10]([CH2:8][C:5]2[CH:6]=[CH:7][C:2]([Br:1])=[CH:3][CH:4]=2)=[CH:15][CH:14]=1. The yield is 0.850. (3) The reactants are [CH3:1][NH:2][C:3]1[CH:8]=[CH:7][CH:6]=[CH:5][CH:4]=1.[H-].[Na+].Br[CH2:12][C:13]1[CH:18]=[CH:17][C:16]([CH2:19][O:20][C:21]2[CH:26]=[CH:25][C:24]([CH2:27][CH2:28][C:29]([O:31][CH3:32])=[O:30])=[CH:23][CH:22]=2)=[CH:15][CH:14]=1.O. The catalyst is CN(C)C=O. The product is [CH3:1][N:2]([CH2:12][C:13]1[CH:14]=[CH:15][C:16]([CH2:19][O:20][C:21]2[CH:26]=[CH:25][C:24]([CH2:27][CH2:28][C:29]([O:31][CH3:32])=[O:30])=[CH:23][CH:22]=2)=[CH:17][CH:18]=1)[C:3]1[CH:8]=[CH:7][CH:6]=[CH:5][CH:4]=1. The yield is 0.450. (4) The reactants are [N+:1]([C:4]1[CH:22]=[CH:21][C:7]([CH2:8][NH:9][S:10]([NH:13][C:14](=[O:20])[O:15][C:16]([CH3:19])([CH3:18])[CH3:17])(=[O:12])=[O:11])=[CH:6][CH:5]=1)([O-])=O.[H][H]. The catalyst is C(O)C.O1CCCC1.[Pd]. The product is [NH2:1][C:4]1[CH:22]=[CH:21][C:7]([CH2:8][NH:9][S:10]([NH:13][C:14](=[O:20])[O:15][C:16]([CH3:18])([CH3:19])[CH3:17])(=[O:12])=[O:11])=[CH:6][CH:5]=1. The yield is 0.980. (5) The reactants are [CH:1]([NH:4][C:5]1[CH:10]=[CH:9][CH:8]=[CH:7][C:6]=1[N+:11]([O-])=O)([CH3:3])[CH3:2]. The catalyst is [Pd].C(O)C. The product is [CH:1]([NH:4][C:5]1[C:6]([NH2:11])=[CH:7][CH:8]=[CH:9][CH:10]=1)([CH3:3])[CH3:2]. The yield is 0.960. (6) The reactants are [N+]([C:4]1[CH:11]=[CH:10][CH:9]=[C:8]([N+:12]([O-:14])=[O:13])[C:5]=1[C:6]#[N:7])([O-])=O.[CH3:15][C:16]1([CH3:32])[O:31][C@H:19]2[O:20][CH:21]([CH2:29][OH:30])[C@@H:22]3[O:26][C:25]([CH3:28])([CH3:27])[O:24][C@@H:23]3[C@@H:18]2[O:17]1. No catalyst specified. The product is [N+:12]([C:8]1[CH:9]=[CH:10][CH:11]=[C:4]([O:30][CH2:29][CH:21]2[O:20][C@@H:19]3[O:31][C:16]([CH3:32])([CH3:15])[O:17][C@H:18]3[C@H:23]3[O:24][C:25]([CH3:28])([CH3:27])[O:26][C@@H:22]23)[C:5]=1[C:6]#[N:7])([O-:14])=[O:13]. The yield is 0.590. (7) The reactants are [OH-:1].[Na+].[NH2:3]O.C[O:6][C:7]([C:9]1[CH:10]=[C:11]2[C:15](=[CH:16][CH:17]=1)[N:14]([CH3:18])[CH:13]=[C:12]2[CH2:19][C:20]1[CH:25]=[CH:24][C:23]([F:26])=[CH:22][CH:21]=1)=O. The catalyst is C1COCC1.CO.O. The product is [OH:1][NH:3][C:7]([C:9]1[CH:10]=[C:11]2[C:15](=[CH:16][CH:17]=1)[N:14]([CH3:18])[CH:13]=[C:12]2[CH2:19][C:20]1[CH:25]=[CH:24][C:23]([F:26])=[CH:22][CH:21]=1)=[O:6]. The yield is 0.500.